This data is from Full USPTO retrosynthesis dataset with 1.9M reactions from patents (1976-2016). The task is: Predict the reactants needed to synthesize the given product. (1) Given the product [Cl:36][C:33]1[CH:32]=[CH:31][C:30]([S:27]([C:16]2([C:19]3[CH:24]=[C:23]([F:25])[CH:22]=[CH:21][C:20]=3[F:26])[CH2:15][CH2:14][CH:13]([CH2:12][S:9]([NH:8][CH2:7][C:6]([OH:37])=[O:5])(=[O:10])=[O:11])[CH2:18][CH2:17]2)(=[O:29])=[O:28])=[CH:35][CH:34]=1, predict the reactants needed to synthesize it. The reactants are: C([O:5][C:6](=[O:37])[CH2:7][NH:8][S:9]([CH2:12][CH:13]1[CH2:18][CH2:17][C:16]([S:27]([C:30]2[CH:35]=[CH:34][C:33]([Cl:36])=[CH:32][CH:31]=2)(=[O:29])=[O:28])([C:19]2[CH:24]=[C:23]([F:25])[CH:22]=[CH:21][C:20]=2[F:26])[CH2:15][CH2:14]1)(=[O:11])=[O:10])(C)(C)C.FC(F)(F)C(O)=O. (2) The reactants are: [F:1][C:2]1[CH:7]=[C:6]([F:8])[CH:5]=[CH:4][C:3]=1[CH:9]([OH:11])[CH3:10].[C:12]([CH2:16][Si:17](Cl)([CH3:19])[CH3:18])([CH3:15])([CH3:14])[CH3:13].N1C=CN=C1. Given the product [C:12]([CH2:16][Si:17]([O:11][CH:9]([C:3]1[CH:4]=[CH:5][C:6]([F:8])=[CH:7][C:2]=1[F:1])[CH3:10])([CH3:19])[CH3:18])([CH3:15])([CH3:14])[CH3:13], predict the reactants needed to synthesize it. (3) Given the product [CH3:22][CH:3]([CH2:2][N:29]1[CH2:34][CH2:33][CH2:32][CH2:31][CH2:30]1)[CH2:4][O:5][C:6]1[CH:11]=[CH:10][C:9]([C:12]2[O:16][CH2:15][C:14]3([CH2:21][CH2:20][CH2:19][CH2:18][CH2:17]3)[N:13]=2)=[CH:8][CH:7]=1, predict the reactants needed to synthesize it. The reactants are: Cl[CH2:2][CH:3]([CH3:22])[CH2:4][O:5][C:6]1[CH:11]=[CH:10][C:9]([C:12]2[O:16][CH2:15][C:14]3([CH2:21][CH2:20][CH2:19][CH2:18][CH2:17]3)[N:13]=2)=[CH:8][CH:7]=1.C(=O)([O-])[O-].[K+].[K+].[NH:29]1[CH2:34][CH2:33][CH2:32][CH2:31][CH2:30]1. (4) Given the product [CH:15]([N:18]1[CH2:23][CH2:22][N:21]([C:2]2[CH:7]=[N:6][CH:5]=[CH:4][N:3]=2)[CH2:20][CH2:19]1)([CH3:17])[CH3:16], predict the reactants needed to synthesize it. The reactants are: Cl[C:2]1[CH:7]=[N:6][CH:5]=[CH:4][N:3]=1.C(N(CC)CC)C.[CH:15]([N:18]1[CH2:23][CH2:22][NH:21][CH2:20][CH2:19]1)([CH3:17])[CH3:16].